From a dataset of Peptide-MHC class I binding affinity with 185,985 pairs from IEDB/IMGT. Regression. Given a peptide amino acid sequence and an MHC pseudo amino acid sequence, predict their binding affinity value. This is MHC class I binding data. (1) The binding affinity (normalized) is 0.898. The peptide sequence is TLFDWGFAL. The MHC is HLA-A69:01 with pseudo-sequence HLA-A69:01. (2) The peptide sequence is AMLCMFIPSV. The MHC is HLA-A68:02 with pseudo-sequence HLA-A68:02. The binding affinity (normalized) is 0.0521. (3) The peptide sequence is YTYDLAEYR. The MHC is HLA-A11:01 with pseudo-sequence HLA-A11:01. The binding affinity (normalized) is 0.714. (4) The peptide sequence is IMEIVSHLRA. The MHC is HLA-A02:02 with pseudo-sequence HLA-A02:02. The binding affinity (normalized) is 0.366. (5) The peptide sequence is ELLRLTVW. The MHC is Mamu-B17 with pseudo-sequence Mamu-B17. The binding affinity (normalized) is 0. (6) The peptide sequence is EMYPRHRYSK. The MHC is HLA-A68:01 with pseudo-sequence HLA-A68:01. The binding affinity (normalized) is 0.693. (7) The peptide sequence is KKTFDHTLMSI. The MHC is H-2-Db with pseudo-sequence H-2-Db. The binding affinity (normalized) is 0.